This data is from KCNQ2 potassium channel screen with 302,405 compounds. The task is: Binary Classification. Given a drug SMILES string, predict its activity (active/inactive) in a high-throughput screening assay against a specified biological target. The molecule is Fc1cc(c2oc3c(n2)cc(NC(=O)c2cc(OC)c(OC)cc2)cc3)ccc1. The result is 0 (inactive).